From a dataset of Peptide-MHC class I binding affinity with 185,985 pairs from IEDB/IMGT. Regression. Given a peptide amino acid sequence and an MHC pseudo amino acid sequence, predict their binding affinity value. This is MHC class I binding data. The peptide sequence is QLIRLLTWL. The MHC is Mamu-A70103 with pseudo-sequence Mamu-A70103. The binding affinity (normalized) is 0.128.